Dataset: Forward reaction prediction with 1.9M reactions from USPTO patents (1976-2016). Task: Predict the product of the given reaction. (1) Given the reactants [Cl:1][C:2]1[CH:3]=[CH:4][C:5]([N:8]2[CH2:13][CH2:12][CH:11]([NH:14]C(=O)OC(C)(C)C)[CH2:10][CH2:9]2)=[N:6][CH:7]=1.C1COCC1, predict the reaction product. The product is: [ClH:1].[ClH:1].[Cl:1][C:2]1[CH:3]=[CH:4][C:5]([N:8]2[CH2:13][CH2:12][CH:11]([NH2:14])[CH2:10][CH2:9]2)=[N:6][CH:7]=1. (2) The product is: [CH2:22]([NH:29][C:10]1[CH:11]=[CH:12][C:7]([CH3:13])=[CH:8][CH:9]=1)[C:23]1[CH:28]=[CH:27][CH:26]=[CH:25][CH:24]=1. Given the reactants CC([O-])(C)C.[Na+].[C:7]1([CH3:13])[CH:12]=[CH:11][CH:10]=[CH:9][CH:8]=1.ClC1C=CC(C)=CC=1.[CH2:22]([NH2:29])[C:23]1[CH:28]=[CH:27][CH:26]=[CH:25][CH:24]=1, predict the reaction product. (3) Given the reactants Cl.[C:2]([C:6]1[N:11]=[CH:10][C:9]([C:12]2[N:13]([C:33]([N:35]3[CH2:40][CH2:39][N:38]([CH2:41][C:42](O)=[O:43])[CH2:37][CH2:36]3)=[O:34])[C@@:14]([C:26]3[CH:31]=[CH:30][C:29]([Cl:32])=[CH:28][CH:27]=3)([CH3:25])[C@@:15]([C:18]3[CH:23]=[CH:22][C:21]([Cl:24])=[CH:20][CH:19]=3)([CH3:17])[N:16]=2)=[C:8]([O:45][CH2:46][CH3:47])[CH:7]=1)([CH3:5])([CH3:4])[CH3:3].[NH2:48][C:49]([CH3:53])([CH3:52])[CH2:50][OH:51], predict the reaction product. The product is: [C:2]([C:6]1[N:11]=[CH:10][C:9]([C:12]2[N:13]([C:33]([N:35]3[CH2:36][CH2:37][N:38]([CH2:41][C:42]([NH:48][C:49]([CH3:53])([CH3:52])[CH2:50][OH:51])=[O:43])[CH2:39][CH2:40]3)=[O:34])[C@@:14]([C:26]3[CH:31]=[CH:30][C:29]([Cl:32])=[CH:28][CH:27]=3)([CH3:25])[C@@:15]([C:18]3[CH:19]=[CH:20][C:21]([Cl:24])=[CH:22][CH:23]=3)([CH3:17])[N:16]=2)=[C:8]([O:45][CH2:46][CH3:47])[CH:7]=1)([CH3:4])([CH3:5])[CH3:3].